From a dataset of Catalyst prediction with 721,799 reactions and 888 catalyst types from USPTO. Predict which catalyst facilitates the given reaction. Reactant: Cl[C:2]1[C:3]([C:8]2([C:21]([O:23][CH3:24])=[O:22])[CH2:13][CH2:12][N:11]([C:14]([O:16][C:17]([CH3:20])([CH3:19])[CH3:18])=[O:15])[CH2:10][CH2:9]2)=[N:4][CH:5]=[CH:6][N:7]=1.[S:25]1[C:29]2[CH:30]=[CH:31][CH:32]=[CH:33][C:28]=2[N:27]=[C:26]1[NH:34][C:35]1[CH:40]=[CH:39][C:38]([OH:41])=[CH:37][CH:36]=1.C(=O)([O-])[O-].[Cs+].[Cs+].CS(C)=O. Product: [S:25]1[C:29]2[CH:30]=[CH:31][CH:32]=[CH:33][C:28]=2[N:27]=[C:26]1[NH:34][C:35]1[CH:40]=[CH:39][C:38]([O:41][C:2]2[C:3]([C:8]3([C:21]([O:23][CH3:24])=[O:22])[CH2:13][CH2:12][N:11]([C:14]([O:16][C:17]([CH3:20])([CH3:19])[CH3:18])=[O:15])[CH2:10][CH2:9]3)=[N:4][CH:5]=[CH:6][N:7]=2)=[CH:37][CH:36]=1. The catalyst class is: 6.